From a dataset of Forward reaction prediction with 1.9M reactions from USPTO patents (1976-2016). Predict the product of the given reaction. (1) Given the reactants Cl.[NH2:2][C@H:3]([CH2:9][CH3:10])[CH2:4][C:5]([O:7][CH3:8])=[O:6].[C:11]([C:15]1[CH:20]=[CH:19][C:18]([N:21]=[C:22]=[O:23])=[CH:17][CH:16]=1)([CH3:14])([CH3:13])[CH3:12], predict the reaction product. The product is: [C:11]([C:15]1[CH:20]=[CH:19][C:18]([NH:21][C:22](=[O:23])[NH:2][C@H:3]([CH2:9][CH3:10])[CH2:4][C:5]([O:7][CH3:8])=[O:6])=[CH:17][CH:16]=1)([CH3:14])([CH3:12])[CH3:13]. (2) Given the reactants [Cl:1][C:2]1[CH:7]=[CH:6][C:5]([C:8]2([CH3:38])[C:12]([C:14]3[CH:19]=[CH:18][C:17]([Cl:20])=[CH:16][CH:15]=3)([CH3:13])[N:11]([C:21](Cl)=[O:22])[C:10]([C:24]3[CH:29]=[CH:28][C:27]([S:30]([CH2:33][CH3:34])(=[O:32])=[O:31])=[CH:26][C:25]=3[O:35][CH2:36][CH3:37])=[N:9]2)=[CH:4][CH:3]=1.Cl.Cl.[CH3:41][S:42]([CH2:45][CH2:46][CH2:47][N:48]1[CH2:53][CH2:52][NH:51][CH2:50][CH2:49]1)(=[O:44])=[O:43], predict the reaction product. The product is: [Cl:1][C:2]1[CH:7]=[CH:6][C:5]([C@@:8]2([CH3:38])[C@:12]([C:14]3[CH:15]=[CH:16][C:17]([Cl:20])=[CH:18][CH:19]=3)([CH3:13])[N:11]([C:21]([N:51]3[CH2:52][CH2:53][N:48]([CH2:47][CH2:46][CH2:45][S:42]([CH3:41])(=[O:43])=[O:44])[CH2:49][CH2:50]3)=[O:22])[C:10]([C:24]3[CH:29]=[CH:28][C:27]([S:30]([CH2:33][CH3:34])(=[O:31])=[O:32])=[CH:26][C:25]=3[O:35][CH2:36][CH3:37])=[N:9]2)=[CH:4][CH:3]=1. (3) The product is: [Cl:20][C:21]1[CH:22]=[C:23]([C:29]([NH:31][C:32]2[C:33]([O:38][CH3:39])=[N:34][CH:35]=[CH:36][CH:37]=2)=[O:30])[CH:24]=[N:25][C:26]=1[NH:27][NH:28][C:18]([NH:17][CH:16]1[C:11]2[CH:12]=[N:13][CH:14]=[CH:15][C:10]=2[CH2:9][CH2:8][C:7]2[C:2]([F:1])=[CH:3][CH:4]=[CH:5][C:6]1=2)=[S:19]. Given the reactants [F:1][C:2]1[C:7]2[CH2:8][CH2:9][C:10]3[CH:15]=[CH:14][N:13]=[CH:12][C:11]=3[CH:16]([N:17]=[C:18]=[S:19])[C:6]=2[CH:5]=[CH:4][CH:3]=1.[Cl:20][C:21]1[CH:22]=[C:23]([C:29]([NH:31][C:32]2[C:33]([O:38][CH3:39])=[N:34][CH:35]=[CH:36][CH:37]=2)=[O:30])[CH:24]=[N:25][C:26]=1[NH:27][NH2:28].O, predict the reaction product. (4) Given the reactants [CH:1]12[CH2:7][CH:4]([CH2:5][CH2:6]1)[C@@H:3]([C:8]([O:10]CC)=[O:9])[NH:2]2.[CH3:13][O:14][C:15]([NH:17][C@@H:18]([CH:22]([CH3:24])[CH3:23])[C:19](O)=[O:20])=[O:16].C(N(C(C)C)CC)(C)C.CN(C(ON1N=NC2C=CC=NC1=2)=[N+](C)C)C.F[P-](F)(F)(F)(F)F.[OH-].[Na+], predict the reaction product. The product is: [CH3:13][O:14][C:15]([NH:17][C@@H:18]([CH:22]([CH3:24])[CH3:23])[C:19]([N:2]1[C@H:3]([C:8]([OH:10])=[O:9])[CH:4]2[CH2:7][CH:1]1[CH2:6][CH2:5]2)=[O:20])=[O:16]. (5) The product is: [NH2:25][C:11]1[C:10]([Cl:16])=[CH:9][C:8]([F:17])=[C:7]([CH:15]=1)[CH2:6][NH:5][C:3](=[O:4])[C:2]([F:19])([F:18])[F:1]. Given the reactants [F:1][C:2]([F:19])([F:18])[C:3]([NH:5][CH2:6][C:7]1[C:8]([F:17])=[CH:9][C:10]([Cl:16])=[C:11]([CH:15]=1)C(O)=O)=[O:4].OS(O)(=O)=O.[N-:25]=[N+]=[N-].[Na+], predict the reaction product. (6) Given the reactants [CH:1]1([NH:6][C:7]2[N:16]=[CH:15][C:14]3[CH2:13][CH2:12][C:11]4[C:17]([C:21]([O:23]CC)=[O:22])=[N:18][N:19]([CH3:20])[C:10]=4[C:9]=3[N:8]=2)[CH2:5][CH2:4][CH2:3][CH2:2]1.[OH-].[K+:27], predict the reaction product. The product is: [CH:1]1([NH:6][C:7]2[N:16]=[CH:15][C:14]3[CH2:13][CH2:12][C:11]4[C:17]([C:21]([O-:23])=[O:22])=[N:18][N:19]([CH3:20])[C:10]=4[C:9]=3[N:8]=2)[CH2:2][CH2:3][CH2:4][CH2:5]1.[K+:27]. (7) Given the reactants [N:1]1[CH:6]=[CH:5][CH:4]=[CH:3][C:2]=1[N:7]1[CH2:12][CH2:11][NH:10][CH2:9][CH2:8]1.[F:13][C:14]1[CH:19]=[C:18]([F:20])[CH:17]=[CH:16][C:15]=1[NH:21][C:22](=[O:25])[CH2:23]Cl.C(=O)([O-])[O-].[Na+].[Na+], predict the reaction product. The product is: [F:13][C:14]1[CH:19]=[C:18]([F:20])[CH:17]=[CH:16][C:15]=1[NH:21][C:22](=[O:25])[CH2:23][N:10]1[CH2:9][CH2:8][N:7]([C:2]2[CH:3]=[CH:4][CH:5]=[CH:6][N:1]=2)[CH2:12][CH2:11]1.